This data is from Catalyst prediction with 721,799 reactions and 888 catalyst types from USPTO. The task is: Predict which catalyst facilitates the given reaction. (1) Reactant: [BH4-].[Na+].[Cl:3][C:4]1[CH:5]=[C:6]([C:10]2[O:14][N:13]=[C:12]([C:15](OCC)=[O:16])[CH:11]=2)[CH:7]=[CH:8][CH:9]=1. Product: [Cl:3][C:4]1[CH:5]=[C:6]([C:10]2[O:14][N:13]=[C:12]([CH2:15][OH:16])[CH:11]=2)[CH:7]=[CH:8][CH:9]=1. The catalyst class is: 5. (2) Reactant: [CH3:1][O:2][C:3]1[CH:4]=[C:5]2[C:10](=[CH:11][C:12]=1[O:13][CH3:14])[C:9]1([CH2:19][CH2:18][C:17]([C:25]([O:27][CH2:28][CH3:29])=[O:26])([C:20]([O:22][CH2:23][CH3:24])=[O:21])[CH2:16][CH:15]1[CH:30]1[C:39]3[C:34](=[CH:35][C:36]([O:42][CH3:43])=[C:37]([O:40][CH3:41])[CH:38]=3)[CH2:33][CH2:32][N:31]1[CH2:44][CH3:45])[NH:8][CH2:7][CH2:6]2.Cl[C:47]([O:49][CH2:50][C:51]1[CH:56]=[CH:55][CH:54]=[CH:53][CH:52]=1)=[O:48]. Product: [CH2:50]([O:49][C:47]([N:8]1[CH2:7][CH2:6][C:5]2[C:10](=[CH:11][C:12]([O:13][CH3:14])=[C:3]([O:2][CH3:1])[CH:4]=2)[C:9]21[CH2:19][CH2:18][C:17]([C:20]([O:22][CH2:23][CH3:24])=[O:21])([C:25]([O:27][CH2:28][CH3:29])=[O:26])[CH2:16][CH:15]2[CH:30]1[C:39]2[C:34](=[CH:35][C:36]([O:42][CH3:43])=[C:37]([O:40][CH3:41])[CH:38]=2)[CH2:33][CH2:32][N:31]1[CH2:44][CH3:45])=[O:48])[C:51]1[CH:56]=[CH:55][CH:54]=[CH:53][CH:52]=1. The catalyst class is: 13. (3) Reactant: [Cl:1][C:2]1[CH:3]=[C:4]([OH:11])[C:5](=[CH:9][CH:10]=1)[C:6]([OH:8])=[O:7].[C:12]([O-])([O-])=O.[Cs+].[Cs+].CI. Product: [Cl:1][C:2]1[CH:10]=[CH:9][C:5]([C:6]([O:8][CH3:12])=[O:7])=[C:4]([OH:11])[CH:3]=1. The catalyst class is: 3. (4) Reactant: [OH:1][C:2]1[CH:11]=[C:10]2[C:5]([CH2:6][CH2:7][N:8]([C:22]([O:24][C:25]([CH3:28])([CH3:27])[CH3:26])=[O:23])[CH:9]2[C:12]2([C:16]3[CH:21]=[CH:20][CH:19]=[CH:18][N:17]=3)[CH2:15][CH2:14][CH2:13]2)=[CH:4][CH:3]=1.[F:29][C:30]([F:49])([F:48])[S:31](N(C1C=CC=CC=1)[S:31]([C:30]([F:49])([F:48])[F:29])(=[O:33])=[O:32])(=[O:33])=[O:32].C(N(CC)CC)C. Product: [N:17]1[CH:18]=[CH:19][CH:20]=[CH:21][C:16]=1[C:12]1([CH:9]2[C:10]3[C:5](=[CH:4][CH:3]=[C:2]([O:1][S:31]([C:30]([F:49])([F:48])[F:29])(=[O:33])=[O:32])[CH:11]=3)[CH2:6][CH2:7][N:8]2[C:22]([O:24][C:25]([CH3:28])([CH3:27])[CH3:26])=[O:23])[CH2:15][CH2:14][CH2:13]1. The catalyst class is: 4. (5) Reactant: C[O:2][C:3](=[O:26])[C:4]1[CH:9]=[CH:8][C:7]([NH:10][C:11]([NH:13][C:14]2[CH:19]=[N:18][C:17]([C:20]([F:23])([F:22])[F:21])=[CH:16][N:15]=2)=[O:12])=[C:6]([O:24][CH3:25])[CH:5]=1.O.[OH-].[Li+]. Product: [CH3:25][O:24][C:6]1[CH:5]=[C:4]([CH:9]=[CH:8][C:7]=1[NH:10][C:11]([NH:13][C:14]1[CH:19]=[N:18][C:17]([C:20]([F:23])([F:21])[F:22])=[CH:16][N:15]=1)=[O:12])[C:3]([OH:26])=[O:2]. The catalyst class is: 5.